From a dataset of Catalyst prediction with 721,799 reactions and 888 catalyst types from USPTO. Predict which catalyst facilitates the given reaction. (1) Reactant: [Cl:1][C:2]1[CH:3]=[C:4]([S:8]([NH:11][CH2:12][C:13]2[S:14][C:15]([C:18]3[CH:23]=[CH:22][CH:21]=[C:20]([S:24]([CH3:27])(=[O:26])=[O:25])[CH:19]=3)=[CH:16][CH:17]=2)(=[O:10])=[O:9])[CH:5]=[CH:6][CH:7]=1.[H-].[Na+].[CH2:30](Br)[C:31]1[CH:36]=[CH:35][CH:34]=[CH:33][CH:32]=1. Product: [CH2:30]([N:11]([CH2:12][C:13]1[S:14][C:15]([C:18]2[CH:23]=[CH:22][CH:21]=[C:20]([S:24]([CH3:27])(=[O:26])=[O:25])[CH:19]=2)=[CH:16][CH:17]=1)[S:8]([C:4]1[CH:5]=[CH:6][CH:7]=[C:2]([Cl:1])[CH:3]=1)(=[O:9])=[O:10])[C:31]1[CH:36]=[CH:35][CH:34]=[CH:33][CH:32]=1. The catalyst class is: 80. (2) Reactant: [CH3:1][O:2][C:3]([C:5]1[N:13]([CH:14]2[CH2:16][CH2:15]2)[C:12]2[CH:11]=[CH:10][N:9]=[CH:8][C:7]=2[C:6]=1[NH2:17])=[O:4].[F:18][C:19]1[CH:24]=[C:23]([Si:25]([CH3:28])([CH3:27])[CH3:26])[CH:22]=[CH:21][C:20]=1OS(C(F)(F)F)(=O)=O.CC1(C)C2C(=C(P(C3C=CC=CC=3)C3C=CC=CC=3)C=CC=2)OC2C(P(C3C=CC=CC=3)C3C=CC=CC=3)=CC=CC1=2.C([O-])([O-])=O.[Cs+].[Cs+]. Product: [CH3:1][O:2][C:3]([C:5]1[N:13]([CH:14]2[CH2:15][CH2:16]2)[C:12]2[CH:11]=[CH:10][N:9]=[CH:8][C:7]=2[C:6]=1[NH:17][C:20]1[CH:21]=[CH:22][C:23]([Si:25]([CH3:27])([CH3:26])[CH3:28])=[CH:24][C:19]=1[F:18])=[O:4]. The catalyst class is: 101. (3) Reactant: [H-].[Na+].[I-].[CH3:4][P+](C1C=CC=CC=1)(C1C=CC=CC=1)C1C=CC=CC=1.[CH3:24][C:25]1[CH:26]=[C:27]([CH:30]=[CH:31][C:32]=1[N+:33]([O-:35])=[O:34])[CH:28]=O. Product: [CH3:24][C:25]1[CH:26]=[C:27]([CH:28]=[CH2:4])[CH:30]=[CH:31][C:32]=1[N+:33]([O-:35])=[O:34]. The catalyst class is: 7. (4) Reactant: [CH2:1]([O:8][C:9]1[CH:18]=[C:17]2[C:12]([C:13](Cl)=[N:14][C:15]([C:19]([C:21]3[CH:26]=[CH:25][C:24]([F:27])=[CH:23][CH:22]=3)=[O:20])=[N:16]2)=[CH:11][CH:10]=1)[C:2]1[CH:7]=[CH:6][CH:5]=[CH:4][CH:3]=1.CCN(C(C)C)C(C)C.[CH3:38][C:39]1[NH:43][N:42]=[C:41]([NH2:44])[CH:40]=1. Product: [CH2:1]([O:8][C:9]1[CH:18]=[C:17]2[C:12]([C:13]([NH:44][C:41]3[CH:40]=[C:39]([CH3:38])[NH:43][N:42]=3)=[N:14][C:15]([C:19]([C:21]3[CH:26]=[CH:25][C:24]([F:27])=[CH:23][CH:22]=3)=[O:20])=[N:16]2)=[CH:11][CH:10]=1)[C:2]1[CH:7]=[CH:6][CH:5]=[CH:4][CH:3]=1. The catalyst class is: 18. (5) Reactant: [C:1]1([CH:7]2[CH2:12][CH2:11][N:10]([C:13]([C:15]3[O:19][C:18]([NH:20][C:21](=[O:27])[O:22][C:23]([CH3:26])([CH3:25])[CH3:24])=[N:17][CH:16]=3)=O)[CH2:9][CH2:8]2)[CH:6]=[CH:5][CH:4]=[CH:3][CH:2]=1.[H-].[H-].[H-].[H-].[Li+].[Al+3]. Product: [C:1]1([CH:7]2[CH2:12][CH2:11][N:10]([CH2:13][C:15]3[O:19][C:18]([NH:20][C:21](=[O:27])[O:22][C:23]([CH3:25])([CH3:24])[CH3:26])=[N:17][CH:16]=3)[CH2:9][CH2:8]2)[CH:6]=[CH:5][CH:4]=[CH:3][CH:2]=1. The catalyst class is: 1.